Task: Predict the reaction yield, written as a fraction of the theoretical maximum amount of product (1.0 means a 100% yield; for example, 0.34 means a 34% yield).. Dataset: Reaction yield outcomes from USPTO patents with 853,638 reactions (1) The reactants are [O:1]1[CH2:4][C:3](=O)[CH2:2]1.C1(P(C2C=CC=CC=2)(C2C=CC=CC=2)=[CH:13][C:14]([O:16][CH2:17][CH3:18])=[O:15])C=CC=CC=1. The catalyst is C(Cl)Cl. The product is [O:1]1[CH2:2][C:3](=[CH:13][C:14]([O:16][CH2:17][CH3:18])=[O:15])[CH2:4]1. The yield is 0.810. (2) The catalyst is O. The yield is 0.510. The reactants are [F:1][C:2]([CH3:28])([CH3:27])[CH2:3][N:4]1[CH2:9][CH2:8][CH:7]([CH2:10][NH:11][C:12]2[CH:17]=[CH:16][C:15](C3C=CC(C(O)=O)=CC=3)=[CH:14][CH:13]=2)[CH2:6][CH2:5]1.CCN=C=NCCCN(C)C.[CH:40]1[CH:41]=[CH:42][C:43]2N(O)N=N[C:44]=2[CH:45]=1.CCN(C(C)C)C(C)C.[NH:59]1[CH2:64][CH2:63][CH2:62][CH2:61][C@@H:60]1[C:65]([NH2:67])=[O:66].CN([CH:71]=[O:72])C. The product is [F:1][C:2]([CH3:28])([CH3:27])[CH2:3][N:4]1[CH2:9][CH2:8][CH:7]([CH2:10][NH:11][C:12]2[CH:17]=[CH:16][C:15]([C:43]3[C:44]([C:71]([N:59]4[CH2:64][CH2:63][CH2:62][CH2:61][C@@H:60]4[C:65]([NH2:67])=[O:66])=[O:72])=[CH:45][CH:40]=[CH:41][CH:42]=3)=[CH:14][CH:13]=2)[CH2:6][CH2:5]1. (3) The reactants are CC(C)([O-])C.[Na+].Br[C:8]1[C:9]([CH3:21])=[C:10]([CH3:20])[C:11]2[O:15][C:14]([CH3:17])([CH3:16])[C:13](=[O:18])[C:12]=2[CH:19]=1.[CH2:22]([NH2:29])[C:23]1[CH:28]=[CH:27][CH:26]=[CH:25][CH:24]=1.C1C=CC(P(C2C(C3C(P(C4C=CC=CC=4)C4C=CC=CC=4)=CC=C4C=3C=CC=C4)=C3C(C=CC=C3)=CC=2)C2C=CC=CC=2)=CC=1. The catalyst is C([O-])(=O)C.[Pd+2].C([O-])(=O)C.C(OCC)(=O)C.O.C1(C)C=CC=CC=1. The product is [CH2:22]([NH:29][C:8]1[C:9]([CH3:21])=[C:10]([CH3:20])[C:11]2[O:15][C:14]([CH3:17])([CH3:16])[C:13](=[O:18])[C:12]=2[CH:19]=1)[C:23]1[CH:28]=[CH:27][CH:26]=[CH:25][CH:24]=1. The yield is 0.670. (4) The reactants are C(Cl)(=O)C(Cl)=O.[F:7][C:8]([F:18])([F:17])[C:9]1[S:10][CH:11]=[C:12]([C:14]([O-:16])=O)[N:13]=1.[Li+].[NH2:20][C:21]1[C:26]([Cl:27])=[C:25]([O:28][CH3:29])[CH:24]=[CH:23][C:22]=1[C:30](=[O:32])[CH3:31]. The catalyst is C(Cl)Cl.CN(C=O)C.O1CCOCC1. The product is [C:30]([C:22]1[C:21]([NH:20][C:14]([C:12]2[N:13]=[C:9]([C:8]([F:7])([F:18])[F:17])[S:10][CH:11]=2)=[O:16])=[C:26]([Cl:27])[C:25]([O:28][CH3:29])=[CH:24][CH:23]=1)(=[O:32])[CH3:31]. The yield is 0.690. (5) The reactants are Cl[C:2]1[N:7]=[C:6]2[CH2:8][CH2:9][CH2:10][C:5]2=[C:4]([Cl:11])[CH:3]=1.[Cl:12][C:13]1[CH:14]=[C:15](B(O)O)[CH:16]=[CH:17][C:18]=1[F:19]. The catalyst is C1(C)C=CC=CC=1.C(O)C.O. The product is [Cl:11][C:4]1[CH:3]=[C:2]([C:15]2[CH:16]=[CH:17][C:18]([F:19])=[C:13]([Cl:12])[CH:14]=2)[N:7]=[C:6]2[CH2:8][CH2:9][CH2:10][C:5]=12. The yield is 0.960. (6) The reactants are [CH2:1]([N:3]1[CH:7]=[C:6]([C:8]2[CH:13]=[CH:12][N:11]=[C:10]3[N:14](S(C4C=CC(C)=CC=4)(=O)=O)[CH:15]=[CH:16][C:9]=23)[C:5]([C:27]2[CH:32]=[CH:31][CH:30]=[C:29]([N+:33]([O-:35])=[O:34])[CH:28]=2)=[N:4]1)[CH3:2].C(Cl)Cl.CO.[OH-].[Na+]. The catalyst is CN(C=O)C. The product is [CH2:1]([N:3]1[CH:7]=[C:6]([C:8]2[CH:13]=[CH:12][N:11]=[C:10]3[NH:14][CH:15]=[CH:16][C:9]=23)[C:5]([C:27]2[CH:32]=[CH:31][CH:30]=[C:29]([N+:33]([O-:35])=[O:34])[CH:28]=2)=[N:4]1)[CH3:2]. The yield is 0.890.